From a dataset of Reaction yield outcomes from USPTO patents with 853,638 reactions. Predict the reaction yield, written as a fraction of the theoretical maximum amount of product (1.0 means a 100% yield; for example, 0.34 means a 34% yield). (1) The reactants are [CH3:1][C:2]1[CH:7]=[CH:6][N:5]=[CH:4][C:3]=1[N:8]1[CH2:12][CH2:11][NH:10][C:9]1=[O:13].Br[C:15]1[CH:20]=[CH:19][C:18]([F:21])=[C:17]([C:22]([F:25])([F:24])[F:23])[CH:16]=1.N[C@@H]1CCCC[C@H]1N.P([O-])([O-])([O-])=O.[K+].[K+].[K+]. The catalyst is [Cu](I)I.O1CCOCC1. The product is [F:21][C:18]1[CH:19]=[CH:20][C:15]([N:10]2[CH2:11][CH2:12][N:8]([C:3]3[CH:4]=[N:5][CH:6]=[CH:7][C:2]=3[CH3:1])[C:9]2=[O:13])=[CH:16][C:17]=1[C:22]([F:23])([F:24])[F:25]. The yield is 0.603. (2) The reactants are [N+:1]([C:4]1[CH:9]=[CH:8][CH:7]=[C:6]([C:10]2[CH:15]=[CH:14][CH:13]=[CH:12][N:11]=2)[C:5]=1[NH:16]C(=O)C)([O-:3])=[O:2].[OH-].[Na+]. The catalyst is CO. The product is [N+:1]([C:4]1[CH:9]=[CH:8][CH:7]=[C:6]([C:10]2[CH:15]=[CH:14][CH:13]=[CH:12][N:11]=2)[C:5]=1[NH2:16])([O-:3])=[O:2]. The yield is 0.650.